Dataset: Full USPTO retrosynthesis dataset with 1.9M reactions from patents (1976-2016). Task: Predict the reactants needed to synthesize the given product. (1) The reactants are: I[C:2]1[C:11]([CH3:12])=[CH:10][CH:9]=[C:8]2[C:3]=1[CH:4]=[CH:5][N:6]=[C:7]2[O:13][C:14]1[CH:19]=[CH:18][CH:17]=[C:16]([C:20]([F:23])([F:22])[F:21])[CH:15]=1.[CH3:24][NH:25][C:26]1[N:35]=[CH:34][C:33]2[C:28](=[CH:29][CH:30]=[C:31](B3OC(C)(C)C(C)(C)O3)[CH:32]=2)[N:27]=1.C(=O)([O-])[O-].[Na+].[Na+].CN(C=O)C. Given the product [CH3:24][NH:25][C:26]1[N:35]=[CH:34][C:33]2[C:28](=[CH:29][CH:30]=[C:31]([C:2]3[C:11]([CH3:12])=[CH:10][CH:9]=[C:8]4[C:3]=3[CH:4]=[CH:5][N:6]=[C:7]4[O:13][C:14]3[CH:19]=[CH:18][CH:17]=[C:16]([C:20]([F:23])([F:22])[F:21])[CH:15]=3)[CH:32]=2)[N:27]=1, predict the reactants needed to synthesize it. (2) Given the product [F:1][C:2]1[CH:3]=[C:4]([N:5]([C:48]2[CH:50]=[CH:51][C:45]([F:44])=[CH:46][CH:47]=2)[C:32]([C:29]2([C:27]([NH2:26])=[O:28])[CH2:30][CH2:31]2)=[O:33])[CH:6]=[CH:7][C:8]=1[O:9][C:10]1[CH:15]=[CH:14][N:13]=[C:12]2[CH:16]=[CH:17][S:18][C:11]=12, predict the reactants needed to synthesize it. The reactants are: [F:1][C:2]1[CH:3]=[C:4]([CH:6]=[CH:7][C:8]=1[O:9][C:10]1[CH:15]=[CH:14][N:13]=[C:12]2[CH:16]=[CH:17][S:18][C:11]=12)[NH2:5].FC1C=CC([NH:26][C:27]([C:29]2([C:32](O)=[O:33])[CH2:31][CH2:30]2)=[O:28])=CC=1.C1(C(O)=O)(C(O)=O)CC1.[F:44][C:45]1[CH:51]=[CH:50][C:48](N)=[CH:47][CH:46]=1.